This data is from Forward reaction prediction with 1.9M reactions from USPTO patents (1976-2016). The task is: Predict the product of the given reaction. (1) Given the reactants C([O:5][C:6](=[O:33])[CH2:7][N:8]1[C:16]2[C:11](=[CH:12][CH:13]=[C:14]([Cl:18])[C:15]=2[F:17])[C:10]([S:19][C:20]2[C:21]([F:31])=[C:22]([CH:28]=[CH:29][CH:30]=2)[C:23]([O:25][CH2:26][CH3:27])=[O:24])=[C:9]1[Cl:32])(C)(C)C.C(O)(C(F)(F)F)=O, predict the reaction product. The product is: [Cl:32][C:9]1[N:8]([CH2:7][C:6]([OH:33])=[O:5])[C:16]2[C:11]([C:10]=1[S:19][C:20]1[CH:30]=[CH:29][CH:28]=[C:22]([C:23]([O:25][CH2:26][CH3:27])=[O:24])[C:21]=1[F:31])=[CH:12][CH:13]=[C:14]([Cl:18])[C:15]=2[F:17]. (2) Given the reactants CS(C)=O.C[C:6]([CH3:9])([O-])[CH3:7].[K+].[OH2:11].[CH3:12][CH2:13][CH2:14][CH2:15][CH2:16][CH3:17], predict the reaction product. The product is: [CH:7]([O:11][CH:14]1[CH2:13][CH2:12][CH2:17][CH2:16][CH2:15]1)=[CH:6][CH3:9].